Dataset: Catalyst prediction with 721,799 reactions and 888 catalyst types from USPTO. Task: Predict which catalyst facilitates the given reaction. (1) Reactant: [CH2:1]([O:5][C:6]1[CH:11]=[C:10](S(C)(=O)=O)[N:9]=[CH:8][N:7]=1)[C:2]#[C:3][CH3:4].C(=O)([O-])[O-].[K+].[K+].[F:22][C:23]1[CH:30]=[CH:29][CH:28]=[C:27]([F:31])[C:24]=1[CH2:25][OH:26].[Cl-].[NH4+]. Product: [F:22][C:23]1[CH:30]=[CH:29][CH:28]=[C:27]([F:31])[C:24]=1[CH2:25][O:26][C:10]1[CH:11]=[C:6]([O:5][CH2:1][C:2]#[C:3][CH3:4])[N:7]=[CH:8][N:9]=1. The catalyst class is: 9. (2) Reactant: C[O:2][C:3]1[C:12]2[C:7](=[CH:8][C:9]([C:13]3[C:18]([C:19]([F:22])([F:21])[F:20])=[CH:17][CH:16]=[CH:15][N:14]=3)=[CH:10][CH:11]=2)[N:6]=[CH:5][CH:4]=1. Product: [F:21][C:19]([F:20])([F:22])[C:18]1[C:13]([C:9]2[CH:8]=[C:7]3[C:12]([C:3]([OH:2])=[CH:4][CH:5]=[N:6]3)=[CH:11][CH:10]=2)=[N:14][CH:15]=[CH:16][CH:17]=1. The catalyst class is: 570.